Predict the reactants needed to synthesize the given product. From a dataset of Full USPTO retrosynthesis dataset with 1.9M reactions from patents (1976-2016). (1) Given the product [CH2:2]([N:9]1[CH2:14][CH2:13][C:12]2[N:26]=[CH:25][NH:27][C:16](=[O:18])[C:11]=2[CH2:10]1)[C:3]1[CH:8]=[CH:7][CH:6]=[CH:5][CH:4]=1, predict the reactants needed to synthesize it. The reactants are: Cl.[CH2:2]([N:9]1[CH2:14][CH2:13][C:12](=O)[CH:11]([C:16]([O:18]CC)=O)[CH2:10]1)[C:3]1[CH:8]=[CH:7][CH:6]=[CH:5][CH:4]=1.C(O)(=O)C.[CH:25]([NH2:27])=[NH:26].C[O-].[Na+]. (2) Given the product [Br:12][C:13]1[C:14]([C:15]#[N:16])=[C:17]([CH:18]=[CH:19][CH:20]=1)[O:11][C:10]1[CH:9]=[CH:8][C:4]([C:5]([OH:7])=[O:6])=[CH:3][C:2]=1[Cl:1], predict the reactants needed to synthesize it. The reactants are: [Cl:1][C:2]1[CH:3]=[C:4]([CH:8]=[CH:9][C:10]=1[OH:11])[C:5]([OH:7])=[O:6].[Br:12][C:13]1[CH:20]=[CH:19][CH:18]=[C:17](F)[C:14]=1[C:15]#[N:16].C(=O)([O-])[O-].[K+].[K+].O. (3) Given the product [Cl:32][C:31]1[C:30]([Cl:33])=[C:29]([CH3:34])[NH:28][C:27]=1[C:25]([NH:24][C@@H:21]1[CH2:22][CH2:23][N:18]([C:10]2[S:11][C:12]([C:13]([O:15][CH2:16][CH3:17])=[O:14])=[C:8]([C:5]3[CH:4]=[N:3][C:2]([N:38]4[CH2:43][CH2:42][CH2:41][CH2:40][CH2:39]4)=[CH:7][N:6]=3)[N:9]=2)[CH2:19][C@@H:20]1[O:35][CH2:36][CH3:37])=[O:26], predict the reactants needed to synthesize it. The reactants are: Cl[C:2]1[N:3]=[CH:4][C:5]([C:8]2[N:9]=[C:10]([N:18]3[CH2:23][CH2:22][C@@H:21]([NH:24][C:25]([C:27]4[NH:28][C:29]([CH3:34])=[C:30]([Cl:33])[C:31]=4[Cl:32])=[O:26])[C@@H:20]([O:35][CH2:36][CH3:37])[CH2:19]3)[S:11][C:12]=2[C:13]([O:15][CH2:16][CH3:17])=[O:14])=[N:6][CH:7]=1.[NH:38]1[CH2:43][CH2:42][CH2:41][CH2:40][CH2:39]1.C(N(CC)C(C)C)(C)C.